From a dataset of Full USPTO retrosynthesis dataset with 1.9M reactions from patents (1976-2016). Predict the reactants needed to synthesize the given product. (1) The reactants are: [CH3:1][S:2]([C:5]1[CH:10]=[CH:9][C:8]([C:11]2[CH:16]=[CH:15][C:14]([O:17][CH2:18][CH:19]3[CH2:24][CH2:23][N:22](C(OC(C)(C)C)=O)[CH2:21][CH2:20]3)=[CH:13][CH:12]=2)=[CH:7][CH:6]=1)(=[O:4])=[O:3].[ClH:32]. Given the product [ClH:32].[CH3:1][S:2]([C:5]1[CH:6]=[CH:7][C:8]([C:11]2[CH:16]=[CH:15][C:14]([O:17][CH2:18][CH:19]3[CH2:24][CH2:23][NH:22][CH2:21][CH2:20]3)=[CH:13][CH:12]=2)=[CH:9][CH:10]=1)(=[O:4])=[O:3], predict the reactants needed to synthesize it. (2) Given the product [OH:60][C:53]1[CH:52]=[C:51]([C:50]([F:49])([F:61])[F:62])[CH:59]=[CH:58][C:54]=1[C:55]([N:46]1[CH2:47][CH2:48][N:43]([C:40]2[CH:41]=[CH:42][C:37]([O:36][CH2:35][C@@H:30]3[O:29][C:28]4=[N:27][C:26]([N+:23]([O-:25])=[O:24])=[CH:34][N:33]4[CH2:32][CH2:31]3)=[CH:38][CH:39]=2)[CH2:44][CH2:45]1)=[O:56], predict the reactants needed to synthesize it. The reactants are: ON1C2C=CC=CC=2N=N1.Cl.C(N=C=NCCCN(C)C)C.[N+:23]([C:26]1[N:27]=[C:28]2[N:33]([CH:34]=1)[CH2:32][CH2:31][C@H:30]([CH2:35][O:36][C:37]1[CH:42]=[CH:41][C:40]([N:43]3[CH2:48][CH2:47][NH:46][CH2:45][CH2:44]3)=[CH:39][CH:38]=1)[O:29]2)([O-:25])=[O:24].[F:49][C:50]([F:62])([F:61])[C:51]1[CH:52]=[C:53]([OH:60])[C:54](=[CH:58][CH:59]=1)[C:55](O)=[O:56]. (3) Given the product [C:15]([O:14][C:12](=[O:13])[NH:3][C:4]1[CH:9]=[N:8][C:7]([Br:10])=[CH:6][CH:5]=1)([CH3:17])=[CH2:16], predict the reactants needed to synthesize it. The reactants are: [OH-].[Na+].[NH2:3][C:4]1[CH:5]=[CH:6][C:7]([Br:10])=[N:8][CH:9]=1.Cl[C:12]([O:14][C:15]([CH3:17])=[CH2:16])=[O:13]. (4) Given the product [CH:1]1([CH:7]([NH:24][C:25]2[CH:33]=[CH:32][C:28]([C:57]([N:35]([CH3:34])[CH2:36][CH2:37][C:38]([OH:40])=[O:39])=[O:56])=[CH:27][CH:26]=2)[C:8]2[CH:12]=[C:11]([C:13]3[CH:14]=[CH:15][C:16]([S:19]([CH3:22])(=[O:20])=[O:21])=[CH:17][CH:18]=3)[O:10][C:9]=2[CH3:23])[CH2:2][CH2:3][CH2:4][CH2:5][CH2:6]1, predict the reactants needed to synthesize it. The reactants are: [CH:1]1([CH:7]([NH:24][C:25]2[CH:33]=[CH:32][C:28](C(O)=O)=[CH:27][CH:26]=2)[C:8]2[CH:12]=[C:11]([C:13]3[CH:18]=[CH:17][C:16]([S:19]([CH3:22])(=[O:21])=[O:20])=[CH:15][CH:14]=3)[O:10][C:9]=2[CH3:23])[CH2:6][CH2:5][CH2:4][CH2:3][CH2:2]1.[CH3:34][NH:35][CH2:36][CH2:37][C:38]([O:40]CC)=[O:39].Cl.C(N=C=NCCCN(C)C)C.O.[OH:56][C:57]1C2N=NNC=2C=CC=1. (5) Given the product [CH:1]([C:3]1[C:4]([O:12][CH3:13])=[N:5][C:6]([O:10][CH3:11])=[CH:7][C:8]=1[CH3:9])=[O:25], predict the reactants needed to synthesize it. The reactants are: [C:1]([C:3]1[C:4]([O:12][CH3:13])=[N:5][C:6]([O:10][CH3:11])=[CH:7][C:8]=1[CH3:9])#N.[H-].C([Al+]CC(C)C)C(C)C.Cl.[O:25]1CCCC1. (6) Given the product [CH3:1][O:27][C:26](=[O:28])[C@H:22]([C@@H:23]([CH3:25])[OH:24])[NH:21][C:19]([O:18][C:14]([CH3:15])([CH3:16])[CH3:17])=[O:20], predict the reactants needed to synthesize it. The reactants are: [C:1](=O)([O-])[O-].[K+].[K+].S(OC)(OC)(=O)=O.[C:14]([O:18][C:19]([NH:21][C@H:22]([C:26]([OH:28])=[O:27])[C@@H:23]([CH3:25])[OH:24])=[O:20])([CH3:17])([CH3:16])[CH3:15]. (7) Given the product [Cl:1][C:2]1[CH:3]=[CH:4][C:5]([N:8]2[C:9](=[O:27])[CH2:10][N:11]([C:50]([O:52][C:53]([CH3:54])([CH3:55])[CH3:56])=[O:51])[CH2:12][C@@H:13]2[CH2:14][OH:15])=[CH:6][CH:7]=1, predict the reactants needed to synthesize it. The reactants are: [Cl:1][C:2]1[CH:7]=[CH:6][C:5]([N:8]2[C@@H:13]([CH2:14][OH:15])[CH2:12][N:11](CC3C=CC(OC)=CC=3OC)[CH2:10][C:9]2=[O:27])=[CH:4][CH:3]=1.FC(F)(F)C(O)=O.C(N(CC)CC)C.[C:50](O[C:50]([O:52][C:53]([CH3:56])([CH3:55])[CH3:54])=[O:51])([O:52][C:53]([CH3:56])([CH3:55])[CH3:54])=[O:51].